Dataset: Reaction yield outcomes from USPTO patents with 853,638 reactions. Task: Predict the reaction yield, written as a fraction of the theoretical maximum amount of product (1.0 means a 100% yield; for example, 0.34 means a 34% yield). (1) The reactants are [C:1]([OH:13])(=O)/[CH:2]=[CH:3]/[CH:4]=[CH:5]/[CH2:6][CH2:7][C:8]#[C:9][C:10]#[CH:11].C(N(CC)CC)C.Cl.C(N=C=NCCCN(C)C)C.O.N1(O)C2C=CC=CC=2N=N1.[CH3:44][CH:45]([CH2:48][CH3:49])[CH2:46][NH2:47]. The catalyst is CN(C=O)C.O. The product is [CH3:44][CH:45]([CH2:48][CH3:49])[CH2:46][NH:47][C:1](=[O:13])/[CH:2]=[CH:3]/[CH:4]=[CH:5]/[CH2:6][CH2:7][C:8]#[C:9][C:10]#[CH:11]. The yield is 0.286. (2) The reactants are [CH3:1][C:2]1[CH:9]=[C:8]([CH3:10])[CH:7]=[C:6]([CH3:11])[C:3]=1[CH2:4][OH:5].[C:12]1(=[O:18])[O:17][C:15](=[O:16])[CH2:14][CH2:13]1.C(=O)([O-])[O-].[Cs+].[Cs+]. The catalyst is O1CCOCC1. The product is [CH3:1][C:2]1[CH:9]=[C:8]([CH3:10])[CH:7]=[C:6]([CH3:11])[C:3]=1[CH2:4][O:5][C:12](=[O:18])[CH2:13][CH2:14][C:15]([OH:17])=[O:16]. The yield is 0.466.